Regression. Given two drug SMILES strings and cell line genomic features, predict the synergy score measuring deviation from expected non-interaction effect. From a dataset of NCI-60 drug combinations with 297,098 pairs across 59 cell lines. Drug 1: CC1=CC2C(CCC3(C2CCC3(C(=O)C)OC(=O)C)C)C4(C1=CC(=O)CC4)C. Drug 2: CC(C)CN1C=NC2=C1C3=CC=CC=C3N=C2N. Cell line: HS 578T. Synergy scores: CSS=2.99, Synergy_ZIP=6.42, Synergy_Bliss=12.4, Synergy_Loewe=3.72, Synergy_HSA=4.61.